Dataset: Full USPTO retrosynthesis dataset with 1.9M reactions from patents (1976-2016). Task: Predict the reactants needed to synthesize the given product. (1) Given the product [Cl:1][C:2]1[CH:3]=[CH:4][CH:5]=[C:6]2[C:10]=1[C:9](=[O:11])[N:8]([C:12]1[CH:34]=[CH:33][CH:32]=[C:14]([C:15]([N:45]3[CH2:46][CH2:47][N:42]([CH:39]4[CH2:38][CH2:37][N:36]([CH3:35])[CH2:41][CH2:40]4)[CH2:43][CH2:44]3)=[O:16])[CH:13]=1)[CH2:7]2, predict the reactants needed to synthesize it. The reactants are: [Cl:1][C:2]1[CH:3]=[CH:4][CH:5]=[C:6]2[C:10]=1[C:9](=[O:11])[N:8]([C:12]1[CH:13]=[C:14]([CH:32]=[CH:33][CH:34]=1)[C:15](NCCC1CCN(C3C=CN=CC=3)CC1)=[O:16])[CH2:7]2.[CH3:35][N:36]1[CH2:41][CH2:40][CH:39]([N:42]2[CH2:47][CH2:46][NH:45][CH2:44][CH2:43]2)[CH2:38][CH2:37]1.ClC1C=CC=C2C=1C(=O)N(C1C=C(C=CC=1)C(O)=O)C2. (2) Given the product [Cl:1][C:2]1[CH:3]=[C:4]([C:12]2[N:16]=[C:15]([C:17]3[CH:22]=[CH:21][C:20](/[CH:23]=[CH:24]\[C:25]([OH:27])=[O:26])=[CH:19][CH:18]=3)[O:14][N:13]=2)[CH:5]=[CH:6][C:7]=1[O:8][CH:9]([CH3:11])[CH3:10], predict the reactants needed to synthesize it. The reactants are: [Cl:1][C:2]1[CH:3]=[C:4]([C:12]2[N:16]=[C:15]([C:17]3[CH:22]=[CH:21][C:20](/[CH:23]=[CH:24]\[C:25]([O:27]C)=[O:26])=[CH:19][CH:18]=3)[O:14][N:13]=2)[CH:5]=[CH:6][C:7]=1[O:8][CH:9]([CH3:11])[CH3:10].[OH-].[Na+].Cl. (3) Given the product [F:19][C:18]([F:21])([F:20])[C:17]([C:2]1[CH:3]=[C:4]([C:7]([OH:9])=[O:8])[S:5][CH:6]=1)=[O:22], predict the reactants needed to synthesize it. The reactants are: Br[C:2]1[CH:3]=[C:4]([C:7]([OH:9])=[O:8])[S:5][CH:6]=1.[Li]CCCC.CN(OC)[C:17](=[O:22])[C:18]([F:21])([F:20])[F:19].